From a dataset of Forward reaction prediction with 1.9M reactions from USPTO patents (1976-2016). Predict the product of the given reaction. (1) Given the reactants Cl[C:2]1[C:7]([C:8]([F:11])([F:10])[F:9])=[CH:6][N:5]=[C:4]([NH:12][C:13]2[CH:18]=[CH:17][C:16]([P:19]([CH3:22])([CH3:21])=[O:20])=[CH:15][CH:14]=2)[N:3]=1.C(N(CC)CC)C.Cl.[NH2:31][N:32]1[CH2:39][CH:38]2[CH:34]([CH2:35][CH2:36][CH2:37]2)[CH2:33]1, predict the reaction product. The product is: [CH3:21][P:19]([C:16]1[CH:17]=[CH:18][C:13]([NH:12][C:4]2[N:3]=[C:2]([NH:31][N:32]3[CH2:39][CH:38]4[CH2:37][CH2:36][CH2:35][CH:34]4[CH2:33]3)[C:7]([C:8]([F:11])([F:10])[F:9])=[CH:6][N:5]=2)=[CH:14][CH:15]=1)([CH3:22])=[O:20]. (2) Given the reactants C(=O)([O-])O.[Na+].[CH:6]1([CH2:9][O:10][C:11]2[CH:16]=[CH:15][C:14]([N:17]3[C:22](=[O:23])[C:21]4[NH:24][CH:25]=[CH:26][C:20]=4[NH:19][C:18]3=[S:27])=[CH:13][CH:12]=2)[CH2:8][CH2:7]1.Br[CH2:29][CH2:30][OH:31].[I-].[Na+], predict the reaction product. The product is: [CH:6]1([CH2:9][O:10][C:11]2[CH:12]=[CH:13][C:14]([N:17]3[C:22](=[O:23])[C:21]4[NH:24][CH:25]=[CH:26][C:20]=4[N:19]=[C:18]3[S:27][CH2:29][CH2:30][OH:31])=[CH:15][CH:16]=2)[CH2:7][CH2:8]1.